From a dataset of Forward reaction prediction with 1.9M reactions from USPTO patents (1976-2016). Predict the product of the given reaction. (1) Given the reactants [CH3:1][C:2]1[CH:7]=[CH:6][C:5]([C:8]2[O:12][N:11]=[CH:10][C:9]=2[C:13]([OH:15])=O)=[CH:4][CH:3]=1.Cl.Cl.[CH3:18][NH:19][CH2:20][CH2:21][C:22]1[CH:23]=[N:24][CH:25]=[CH:26][CH:27]=1, predict the reaction product. The product is: [CH3:18][N:19]([CH2:20][CH2:21][C:22]1[CH:23]=[N:24][CH:25]=[CH:26][CH:27]=1)[C:13]([C:9]1[CH:10]=[N:11][O:12][C:8]=1[C:5]1[CH:4]=[CH:3][C:2]([CH3:1])=[CH:7][CH:6]=1)=[O:15]. (2) Given the reactants Cl[C:2]([O:4][CH2:5][C:6]1[CH:11]=[CH:10][CH:9]=[CH:8][CH:7]=1)=[O:3].[CH2:12]([CH2:14][NH2:15])[OH:13], predict the reaction product. The product is: [OH:13][CH2:12][CH2:14][NH:15][C:2]([O:4][CH2:5][C:6]1[CH:11]=[CH:10][CH:9]=[CH:8][CH:7]=1)=[O:3].